From a dataset of Forward reaction prediction with 1.9M reactions from USPTO patents (1976-2016). Predict the product of the given reaction. (1) The product is: [F:14][C:11]1[CH:12]=[CH:13][C:8]2[CH2:7][CH2:6][C:5]3[CH:15]=[CH:16][CH:17]=[CH:18][C:4]=3[C:3](=[CH:2][C:22]3[CH:21]=[C:20]([OH:19])[CH:25]=[CH:24][CH:23]=3)[C:9]=2[CH:10]=1. Given the reactants Br[CH:2]=[C:3]1[C:9]2[CH:10]=[C:11]([F:14])[CH:12]=[CH:13][C:8]=2[CH2:7][CH2:6][C:5]2[CH:15]=[CH:16][CH:17]=[CH:18][C:4]1=2.[OH:19][C:20]1[CH:21]=[C:22](B(O)O)[CH:23]=[CH:24][CH:25]=1, predict the reaction product. (2) Given the reactants C(OC([N:8]1[CH2:12][CH2:11][C:10]([C:15]2[CH:20]=[CH:19][C:18]([F:21])=[C:17]([Cl:22])[CH:16]=2)([O:13][CH3:14])[CH2:9]1)=O)(C)(C)C.FC(F)(F)C(O)=O, predict the reaction product. The product is: [Cl:22][C:17]1[CH:16]=[C:15]([C:10]2([O:13][CH3:14])[CH2:11][CH2:12][NH:8][CH2:9]2)[CH:20]=[CH:19][C:18]=1[F:21]. (3) Given the reactants [C:1]([O:5][NH:6][C:7]([C@:9]1([CH3:38])[C@H:14]([NH:15][S:16]([C:19]2[CH:24]=[CH:23][C:22]([O:25][CH2:26][C:27]3[C:36]4[C:31](=[CH:32][CH:33]=[CH:34][CH:35]=4)[N:30]=[C:29]([CH3:37])[CH:28]=3)=[CH:21][CH:20]=2)(=[O:18])=[O:17])[CH2:13][CH2:12][NH:11][CH2:10]1)=[O:8])([CH3:4])([CH3:3])[CH3:2].[CH:39](OCC)=[O:40].C(N(C(C)C)CC)(C)C, predict the reaction product. The product is: [C:1]([O:5][NH:6][C:7]([C@:9]1([CH3:38])[C@H:14]([NH:15][S:16]([C:19]2[CH:20]=[CH:21][C:22]([O:25][CH2:26][C:27]3[C:36]4[C:31](=[CH:32][CH:33]=[CH:34][CH:35]=4)[N:30]=[C:29]([CH3:37])[CH:28]=3)=[CH:23][CH:24]=2)(=[O:18])=[O:17])[CH2:13][CH2:12][N:11]([CH:39]=[O:40])[CH2:10]1)=[O:8])([CH3:4])([CH3:3])[CH3:2]. (4) Given the reactants [Cl:1][C:2]1[CH:3]=[CH:4][C:5]([CH3:18])=[C:6]([C:8]2[NH:12][N:11]=[CH:10][C:9]=2[C:13]([O:15][CH2:16][CH3:17])=[O:14])[CH:7]=1.C(=O)([O-])[O-].[Cs+].[Cs+].Br[CH2:26][CH2:27][O:28][CH3:29], predict the reaction product. The product is: [Cl:1][C:2]1[CH:3]=[CH:4][C:5]([CH3:18])=[C:6]([C:8]2[C:9]([C:13]([O:15][CH2:16][CH3:17])=[O:14])=[CH:10][N:11]([CH2:26][CH2:27][O:28][CH3:29])[N:12]=2)[CH:7]=1. (5) Given the reactants [F:1][C:2]1[CH:3]=[C:4]([C:8]2[S:9][C:10]([N:14]([CH3:23])[C:15]([CH:17]3[CH2:22][CH2:21][CH2:20][NH:19][CH2:18]3)=[O:16])=[C:11]([CH3:13])[N:12]=2)[CH:5]=[N:6][CH:7]=1.C(=O)([O-])[O-].[K+].[K+].[CH3:30][CH:31]([CH2:35][CH2:36][CH3:37])[C:32](Cl)=[O:33], predict the reaction product. The product is: [F:1][C:2]1[CH:3]=[C:4]([C:8]2[S:9][C:10]([N:14]([CH3:23])[C:15]([CH:17]3[CH2:22][CH2:21][CH2:20][N:19]([C:32](=[O:33])[CH:31]([CH3:30])[CH2:35][CH2:36][CH3:37])[CH2:18]3)=[O:16])=[C:11]([CH3:13])[N:12]=2)[CH:5]=[N:6][CH:7]=1.